From a dataset of Peptide-MHC class II binding affinity with 134,281 pairs from IEDB. Regression. Given a peptide amino acid sequence and an MHC pseudo amino acid sequence, predict their binding affinity value. This is MHC class II binding data. The MHC is DRB5_0101 with pseudo-sequence DRB5_0101. The binding affinity (normalized) is 0.309. The peptide sequence is NVTSIHSLLDEGKQS.